This data is from Forward reaction prediction with 1.9M reactions from USPTO patents (1976-2016). The task is: Predict the product of the given reaction. (1) Given the reactants [CH3:1][C:2]([CH3:7])([CH3:6])[CH:3]1[O:5][CH2:4]1.[OH:8][N:9]1[C:13](=[O:14])[C:12]2=[CH:15][CH:16]=[CH:17][CH:18]=[C:11]2[C:10]1=[O:19].C(N(CC)CC)C, predict the reaction product. The product is: [OH:5][CH:3]([C:2]([CH3:7])([CH3:6])[CH3:1])[CH2:4][O:8][N:9]1[C:13](=[O:14])[C:12]2[C:11](=[CH:18][CH:17]=[CH:16][CH:15]=2)[C:10]1=[O:19]. (2) Given the reactants [NH:1]1[CH2:6][CH2:5][CH:4]([C:7]([OH:9])=[O:8])[CH2:3][CH2:2]1.Cl[C:11]([O:13][CH2:14][CH2:15][CH2:16][CH3:17])=[O:12].Cl, predict the reaction product. The product is: [CH2:14]([O:13][C:11]([N:1]1[CH2:6][CH2:5][CH:4]([C:7]([OH:9])=[O:8])[CH2:3][CH2:2]1)=[O:12])[CH2:15][CH2:16][CH3:17]. (3) Given the reactants [CH2:1]([O:3][C:4]([C:6]1[S:10][C:9]2[CH:11]=[CH:12][C:13]([C:15]([CH2:18][CH3:19])=[CH:16][CH3:17])=[CH:14][C:8]=2[CH:7]=1)=[O:5])[CH3:2].[C:20]1([CH3:27])[C:25]([OH:26])=[CH:24][CH:23]=[CH:22][CH:21]=1, predict the reaction product. The product is: [CH2:1]([O:3][C:4]([C:6]1[S:10][C:9]2[CH:11]=[CH:12][C:13]([C:15]([CH2:16][CH3:17])([C:22]3[CH:23]=[CH:24][C:25]([OH:26])=[C:20]([CH3:27])[CH:21]=3)[CH2:18][CH3:19])=[CH:14][C:8]=2[CH:7]=1)=[O:5])[CH3:2]. (4) Given the reactants [CH:1]1([C:4]2[C:5]([NH:21][C@@H:22]3[C:30]4[C:25](=[CH:26][CH:27]=[CH:28][CH:29]=4)[CH2:24][C@H:23]3[NH2:31])=[N:6][C:7]([CH:18]3[CH2:20][CH2:19]3)=[C:8]([C:10]3[CH:15]=[CH:14][C:13]([Cl:16])=[CH:12][C:11]=3[Cl:17])[N:9]=2)[CH2:3][CH2:2]1.[CH3:32][O:33][CH2:34][CH:35]=O.[BH3-]C#N.[Na+], predict the reaction product. The product is: [CH:1]1([C:4]2[C:5]([NH:21][C@@H:22]3[C:30]4[C:25](=[CH:26][CH:27]=[CH:28][CH:29]=4)[CH2:24][C@H:23]3[NH:31][CH2:35][CH2:34][O:33][CH3:32])=[N:6][C:7]([CH:18]3[CH2:19][CH2:20]3)=[C:8]([C:10]3[CH:15]=[CH:14][C:13]([Cl:16])=[CH:12][C:11]=3[Cl:17])[N:9]=2)[CH2:2][CH2:3]1.